Dataset: Full USPTO retrosynthesis dataset with 1.9M reactions from patents (1976-2016). Task: Predict the reactants needed to synthesize the given product. (1) Given the product [CH2:28]([C:35]12[C:36](=[O:42])[CH2:37][CH2:38][CH2:39][C:40]1=[C:46]([CH3:2])[C:45](=[O:47])[CH2:44][CH2:43]2)[C:29]1[CH:30]=[CH:31][CH:32]=[CH:33][CH:34]=1, predict the reactants needed to synthesize it. The reactants are: N[C@H:2](C(O)=O)CC1C=CC=CC=1.CC1(C)C2(CS(O)(=O)=O)C(CC1CC2)=O.[CH2:28]([C:35]1([CH2:43][CH2:44][C:45](=[O:47])[CH3:46])[C:40](=O)[CH2:39][CH2:38][CH2:37][C:36]1=[O:42])[C:29]1[CH:34]=[CH:33][CH:32]=[CH:31][CH:30]=1. (2) Given the product [CH3:1][NH:2][S:3]([C:6]1[CH:7]=[C:8]2[C:12](=[CH:13][CH:14]=1)[NH:11][C:10](=[O:15])[C:9]2=[CH:26][C:23]1[NH:24][CH:25]=[C:19]2[C:20]=1[CH2:21][CH2:22][NH:17][C:18]2=[O:28])(=[O:5])=[O:4], predict the reactants needed to synthesize it. The reactants are: [CH3:1][NH:2][S:3]([C:6]1[CH:7]=[C:8]2[C:12](=[CH:13][CH:14]=1)[NH:11][C:10](=[O:15])[CH2:9]2)(=[O:5])=[O:4].C[N:17]1[CH2:22][CH2:21][C:20]2=[C:23]([CH:26]=O)[NH:24][CH:25]=[C:19]2[C:18]1=[O:28].N1CCCCC1. (3) The reactants are: [NH2:1][C:2]1[CH:7]=[C:6]([O:8][CH2:9][C:10]2[CH:15]=[CH:14][CH:13]=[CH:12][CH:11]=2)[C:5]([O:16][CH3:17])=[CH:4][C:3]=1[C:18](=[O:20])[CH3:19].C[O-].[Na+].[CH:24](OCC)=O.Cl. Given the product [CH2:9]([O:8][C:6]1[CH:7]=[C:2]2[C:3]([C:18]([OH:20])=[CH:19][CH:24]=[N:1]2)=[CH:4][C:5]=1[O:16][CH3:17])[C:10]1[CH:15]=[CH:14][CH:13]=[CH:12][CH:11]=1, predict the reactants needed to synthesize it.